This data is from Reaction yield outcomes from USPTO patents with 853,638 reactions. The task is: Predict the reaction yield, written as a fraction of the theoretical maximum amount of product (1.0 means a 100% yield; for example, 0.34 means a 34% yield). The reactants are CC1C(C([O:9][C:10]2[CH:18]=[C:17]3[N:12]([CH2:13][C:14]4([C:31]5[CH:36]=[CH:35][C:34]([O:37][CH3:38])=[CH:33][CH:32]=5)[N:22]([C:23]([C:25]5[C:26]([CH3:30])=[N:27][O:28][CH:29]=5)=[O:24])[CH2:21][CH2:20][N:15]4[C:16]3=[O:19])[N:11]=2)=O)=CON=1.[OH-].[Li+]. The catalyst is C1COCC1.CO. The product is [CH3:38][O:37][C:34]1[CH:33]=[CH:32][C:31]([C:14]23[N:22]([C:23]([C:25]4[C:26]([CH3:30])=[N:27][O:28][CH:29]=4)=[O:24])[CH2:21][CH2:20][N:15]2[C:16](=[O:19])[C:17]2[N:12]([NH:11][C:10](=[O:9])[CH:18]=2)[CH2:13]3)=[CH:36][CH:35]=1. The yield is 0.380.